This data is from Full USPTO retrosynthesis dataset with 1.9M reactions from patents (1976-2016). The task is: Predict the reactants needed to synthesize the given product. (1) Given the product [O:44]1[CH2:45][CH2:46][CH:41]([N:34]2[CH:35]=[C:31]([C:9]3[C:8]4[C:3]([O:2][CH:1]5[CH2:46][CH2:45][O:44][CH2:43][CH2:42]5)=[N:4][CH:5]=[CH:6][C:7]=4[NH:11][N:10]=3)[CH:32]=[N:33]2)[CH2:42][CH2:43]1, predict the reactants needed to synthesize it. The reactants are: [CH3:1][O:2][C:3]1[C:8]2[C:9]([C:31]3[CH:32]=[N:33][NH:34][CH:35]=3)=[N:10][N:11](C(C3C=CC=CC=3)(C3C=CC=CC=3)C3C=CC=CC=3)[C:7]=2[CH:6]=[CH:5][N:4]=1.CS(O[CH:41]1[CH2:46][CH2:45][O:44][CH2:43][CH2:42]1)(=O)=O. (2) Given the product [C:1]([O:5][C:6]([N:8]1[CH2:13][CH:12]=[C:11]([C:14]2[NH:23][C:17]3[N:18]=[CH:19][N:20]=[C:21]([NH:31][C:29]4[CH:28]=[N:27][N:26]([CH2:24][CH3:25])[CH:30]=4)[C:16]=3[CH:15]=2)[CH2:10][CH2:9]1)=[O:7])([CH3:4])([CH3:3])[CH3:2], predict the reactants needed to synthesize it. The reactants are: [C:1]([O:5][C:6]([N:8]1[CH2:13][CH:12]=[C:11]([C:14]2[NH:23][C:17]3[N:18]=[CH:19][N:20]=[C:21](Cl)[C:16]=3[CH:15]=2)[CH2:10][CH2:9]1)=[O:7])([CH3:4])([CH3:3])[CH3:2].[CH2:24]([N:26]1[CH:30]=[C:29]([NH2:31])[CH:28]=[N:27]1)[CH3:25]. (3) Given the product [Br:22][C:12]1[CH:13]=[CH:14][C:5]([O:4][CH:1]([CH3:3])[CH3:2])=[C:6]2[C:11]=1[N:10]=[CH:9][CH:8]=[CH:7]2, predict the reactants needed to synthesize it. The reactants are: [CH:1]([O:4][C:5]1[CH:14]=[CH:13][CH:12]=[C:11]2[C:6]=1[CH:7]=[CH:8][CH:9]=[N:10]2)([CH3:3])[CH3:2].C1C(=O)N([Br:22])C(=O)C1. (4) Given the product [NH2:15][C:6]1[N:7]=[C:2]([Cl:1])[N:3]=[C:4]([Cl:12])[C:5]=1[N+:9]([O-:11])=[O:10], predict the reactants needed to synthesize it. The reactants are: [Cl:1][C:2]1[N:7]=[C:6](Cl)[C:5]([N+:9]([O-:11])=[O:10])=[C:4]([Cl:12])[N:3]=1.CC[N:15](CC)CC.N.